This data is from Forward reaction prediction with 1.9M reactions from USPTO patents (1976-2016). The task is: Predict the product of the given reaction. (1) Given the reactants [C:1](=[O:38])([O:8][CH:9]1[CH2:13][CH:12]([OH:14])[C@H:11]([CH2:15]/[CH:16]=[CH:17]\[CH2:18][CH2:19][CH2:20][C:21]([NH:23][CH2:24][CH3:25])=[O:22])[C@H:10]1/[CH:26]=[CH:27]/[C@@H:28]([OH:37])[CH2:29][CH2:30][C:31]1[CH:36]=[CH:35][CH:34]=[CH:33][CH:32]=1)[O:2][CH2:3][CH2:4][CH2:5][CH2:6]Cl.[I-:39].[Na+], predict the reaction product. The product is: [C:1](=[O:38])([O:2][CH2:3][CH2:4][CH2:5][CH2:6][I:39])[O:8][CH:9]1[CH2:13][CH:12]([OH:14])[C@H:11]([CH2:15]/[CH:16]=[CH:17]\[CH2:18][CH2:19][CH2:20][C:21]([NH:23][CH2:24][CH3:25])=[O:22])[C@H:10]1/[CH:26]=[CH:27]/[C@@H:28]([OH:37])[CH2:29][CH2:30][C:31]1[CH:36]=[CH:35][CH:34]=[CH:33][CH:32]=1. (2) Given the reactants [Cl:1][C:2]1[CH:3]=[CH:4][C:5]([O:35][CH3:36])=[C:6]([CH:34]=1)[CH2:7][CH:8]1[C:14](=[O:15])[N:13]([C:16]([NH:18][CH:19]([CH2:31][CH3:32])[C:20]([NH:22][CH2:23][C:24](OC(C)(C)C)=O)=[O:21])=[O:17])[CH2:12][C:11](=[O:33])[NH:10][CH2:9]1.Cl.[C:38](OC(=O)CN)(C)(C)C.CN[C:49]1[CH:54]=CC=[CH:51][CH:50]=1, predict the reaction product. The product is: [Cl:1][C:2]1[CH:3]=[CH:4][C:5]([O:35][CH3:36])=[C:6]([CH:34]=1)[CH2:7][CH:8]1[C:14](=[O:15])[N:13]([C:16]([NH:18][C@@H:19]([C:20]([N:22]([CH3:38])[C:23]2[CH:51]=[CH:50][CH:49]=[CH:54][CH:24]=2)=[O:21])[CH2:31][CH3:32])=[O:17])[CH2:12][C:11](=[O:33])[NH:10][CH2:9]1. (3) Given the reactants [NH2:1][CH2:2][C@H:3]1[N:8]([C:9]([C:11]2[N:12]=[C:13]([CH3:23])[S:14][C:15]=2[C:16]2[CH:17]=[C:18]([CH3:22])[CH:19]=[CH:20][CH:21]=2)=[O:10])[CH2:7][C@@H:6]2[C@H:4]1[CH2:5]2.[CH2:24]([C:28]1[CH:29]=[C:30]([CH:34]=[C:35]([CH3:37])[N:36]=1)[C:31](O)=[O:32])[CH:25]([CH3:27])[CH3:26], predict the reaction product. The product is: [CH2:24]([C:28]1[CH:29]=[C:30]([CH:34]=[C:35]([CH3:37])[N:36]=1)[C:31]([NH:1][CH2:2][C@H:3]1[N:8]([C:9]([C:11]2[N:12]=[C:13]([CH3:23])[S:14][C:15]=2[C:16]2[CH:17]=[C:18]([CH3:22])[CH:19]=[CH:20][CH:21]=2)=[O:10])[CH2:7][C@@H:6]2[C@H:4]1[CH2:5]2)=[O:32])[CH:25]([CH3:27])[CH3:26]. (4) Given the reactants [CH2:1]([O:8][C:9]1[C:10](=[O:29])[CH:11]=[C:12]([CH2:17][NH:18][S:19]([C:22]2[CH:27]=[CH:26][CH:25]=[CH:24][C:23]=2[CH3:28])(=[O:21])=[O:20])[O:13][C:14]=1[CH2:15][OH:16])[C:2]1[CH:7]=[CH:6][CH:5]=[CH:4][CH:3]=1.C(OC1C(=O)C=C(CNS(C2C=CC=CC=2)(=O)=O)OC=1C=O)C1C=CC=CC=1, predict the reaction product. The product is: [CH2:1]([O:8][C:9]1[C:10](=[O:29])[CH:11]=[C:12]([CH2:17][NH:18][S:19]([C:22]2[CH:27]=[CH:26][CH:25]=[CH:24][C:23]=2[CH3:28])(=[O:21])=[O:20])[O:13][C:14]=1[CH:15]=[O:16])[C:2]1[CH:3]=[CH:4][CH:5]=[CH:6][CH:7]=1. (5) Given the reactants [OH:1][CH2:2][C:3]1[C:4]2[N:5]([N:11]=[C:12]([CH2:17][O:18][CH:19]3[CH2:24][CH2:23][CH2:22][CH2:21][O:20]3)[C:13]=2C(O)=O)[C:6]([O:9][CH3:10])=[CH:7][CH:8]=1, predict the reaction product. The product is: [OH:1][CH2:2][C:3]1[C:4]2[N:5]([N:11]=[C:12]([CH2:17][O:18][CH:19]3[CH2:24][CH2:23][CH2:22][CH2:21][O:20]3)[CH:13]=2)[C:6]([O:9][CH3:10])=[CH:7][CH:8]=1.[OH:18][CH2:17][C:12]1[CH:13]=[C:4]2[C:3]([CH2:2][OH:1])=[CH:8][CH:7]=[C:6]([O:9][CH3:10])[N:5]2[N:11]=1. (6) Given the reactants [C:1]([O:5][C:6](=[O:23])[CH2:7][C@@H:8]([NH:12][S:13]([C:16]1[CH:21]=[CH:20][C:19]([CH3:22])=[CH:18][CH:17]=1)(=[O:15])=[O:14])[C:9](O)=[O:10])([CH3:4])([CH3:3])[CH3:2].C1C=CC2N(O)N=NC=2C=1.[CH3:34][O:35][CH:36]([O:39][CH3:40])[CH2:37][NH2:38].CCN=C=NCCCN(C)C, predict the reaction product. The product is: [CH3:34][O:35][CH:36]([O:39][CH3:40])[CH2:37][NH:38][C:9](=[O:10])[C@H:8]([NH:12][S:13]([C:16]1[CH:21]=[CH:20][C:19]([CH3:22])=[CH:18][CH:17]=1)(=[O:15])=[O:14])[CH2:7][C:6]([O:5][C:1]([CH3:4])([CH3:3])[CH3:2])=[O:23]. (7) Given the reactants [C:1]1([CH3:10])[CH:6]=[CH:5][CH:4]=[CH:3][C:2]=1[CH2:7][CH:8]=O.O=P(Cl)(Cl)Cl.C([O:18][C:19](=[O:22])[CH2:20][SH:21])C.[OH-].[Na+].[CH2:25](O)C, predict the reaction product. The product is: [C:1]1([CH3:10])[CH:6]=[CH:5][CH:4]=[CH:3][C:2]=1[C:7]1[CH:25]=[C:20]([C:19]([OH:18])=[O:22])[S:21][CH:8]=1.